This data is from Full USPTO retrosynthesis dataset with 1.9M reactions from patents (1976-2016). The task is: Predict the reactants needed to synthesize the given product. (1) Given the product [Cl:1][C:2]1[CH:3]=[CH:4][C:5]([C:28]([F:30])([F:29])[F:31])=[C:6]([CH:27]=1)[CH2:7][N:8]1[CH2:13][CH2:12][NH:11][C:10]2[N:14]=[CH:15][C:16]([C:18]3[CH:19]=[CH:20][C:21]([C:22]([N:43]4[CH2:42][CH2:41][N:40]([C:36]5[CH:37]=[CH:38][CH:39]=[C:34]([C:33]([F:46])([F:47])[F:32])[CH:35]=5)[CH2:45][CH2:44]4)=[O:24])=[CH:25][CH:26]=3)=[CH:17][C:9]1=2, predict the reactants needed to synthesize it. The reactants are: [Cl:1][C:2]1[CH:3]=[CH:4][C:5]([C:28]([F:31])([F:30])[F:29])=[C:6]([CH:27]=1)[CH2:7][N:8]1[CH2:13][CH2:12][NH:11][C:10]2[N:14]=[CH:15][C:16]([C:18]3[CH:26]=[CH:25][C:21]([C:22]([OH:24])=O)=[CH:20][CH:19]=3)=[CH:17][C:9]1=2.[F:32][C:33]([F:47])([F:46])[C:34]1[CH:35]=[C:36]([N:40]2[CH2:45][CH2:44][NH:43][CH2:42][CH2:41]2)[CH:37]=[CH:38][CH:39]=1. (2) Given the product [NH2:16][C:14]1[CH:13]=[CH:12][C:3]([O:4][C:5]2[CH:6]=[CH:7][C:8](=[O:11])[NH:9][CH:10]=2)=[C:2]([F:1])[CH:15]=1, predict the reactants needed to synthesize it. The reactants are: [F:1][C:2]1[CH:15]=[C:14]([N+:16]([O-])=O)[CH:13]=[CH:12][C:3]=1[O:4][C:5]1[CH:6]=[CH:7][C:8](=[O:11])[NH:9][CH:10]=1.[Cl-].[NH4+]. (3) The reactants are: C[O:2][C:3](=[O:16])[C:4]1[CH:9]=[CH:8][C:7]([C:10]#[C:11][Si](C)(C)C)=[CH:6][CH:5]=1.CO. Given the product [C:10]([C:7]1[CH:8]=[CH:9][C:4]([C:3]([OH:16])=[O:2])=[CH:5][CH:6]=1)#[CH:11], predict the reactants needed to synthesize it. (4) The reactants are: [CH3:1][O:2][CH:3]1[CH2:7][CH2:6][N:5]([C:8]([C:10]2[S:18][C:17]3[C:12](=[N:13][CH:14]=[CH:15][C:16]=3[O:19][C:20]3[CH:32]=[CH:31][C:23]4[C:24]([C:28]([OH:30])=O)=[C:25]([CH3:27])[O:26][C:22]=4[CH:21]=3)[CH:11]=2)=[O:9])[CH2:4]1.C(Cl)(=O)C(Cl)=O.[N:39]1([CH2:45][CH2:46][NH2:47])[CH2:44][CH2:43][O:42][CH2:41][CH2:40]1. Given the product [N:39]1([CH2:45][CH2:46][NH:47][C:28]([C:24]2[C:23]3[CH:31]=[CH:32][C:20]([O:19][C:16]4[CH:15]=[CH:14][N:13]=[C:12]5[CH:11]=[C:10]([C:8]([N:5]6[CH2:6][CH2:7][CH:3]([O:2][CH3:1])[CH2:4]6)=[O:9])[S:18][C:17]=45)=[CH:21][C:22]=3[O:26][C:25]=2[CH3:27])=[O:30])[CH2:44][CH2:43][O:42][CH2:41][CH2:40]1, predict the reactants needed to synthesize it. (5) Given the product [C:22]1([C@H:14]([NH2:37])[CH3:13])[CH:17]=[CH:18][CH:19]=[CH:20][CH:21]=1, predict the reactants needed to synthesize it. The reactants are: OC([CH2:13][C:14]1[C:22]2[C:17](=[CH:18][CH:19]=[CH:20][CH:21]=2)NC=1)(C(O)=O)CC(=NO)C(O)=O.Cl.C(=O)([O-])[O-].[Na+].[Na+].O[C@](CC1C2C(=CC=CC=2)NC=1)(C(O)=O)CC(=[N:37]O)C(O)=O. (6) Given the product [CH3:56][O:55][CH2:54][CH2:53][O:52][C:48]1[CH:49]=[C:50]2[C:45](=[C:46]([N:57]([CH3:67])[S:58]([C:61]3[CH:66]=[CH:65][CH:64]=[CH:63][N:62]=3)(=[O:60])=[O:59])[CH:47]=1)[NH:44][C:43]([C:41]1[S:69][CH2:68][C@H:39]([C:38]([O:37][CH3:36])=[O:89])[N:40]=1)=[CH:51]2, predict the reactants needed to synthesize it. The reactants are: C1(P(=O)(C2C=CC=CC=2)C2C=CC=CC=2)C=CC=CC=1.FC(F)(F)S(OS(C(F)(F)F)(=O)=O)(=O)=O.[CH3:36][O:37][C:38](=[O:89])[C@@H:39]([CH2:68][S:69]C(C1C=CC=CC=1)(C1C=CC=CC=1)C1C=CC=CC=1)[NH:40][C:41]([C:43]1[NH:44][C:45]2[C:50]([CH:51]=1)=[CH:49][C:48]([O:52][CH2:53][CH2:54][O:55][CH3:56])=[CH:47][C:46]=2[N:57]([CH3:67])[S:58]([C:61]1[CH:66]=[CH:65][CH:64]=[CH:63][N:62]=1)(=[O:60])=[O:59])=O.C1(SC)C=CC=CC=1.C(=O)([O-])O.[Na+].